This data is from Merck oncology drug combination screen with 23,052 pairs across 39 cell lines. The task is: Regression. Given two drug SMILES strings and cell line genomic features, predict the synergy score measuring deviation from expected non-interaction effect. (1) Drug 1: COC1CC2CCC(C)C(O)(O2)C(=O)C(=O)N2CCCCC2C(=O)OC(C(C)CC2CCC(OP(C)(C)=O)C(OC)C2)CC(=O)C(C)C=C(C)C(O)C(OC)C(=O)C(C)CC(C)C=CC=CC=C1C. Drug 2: COC1=C2CC(C)CC(OC)C(O)C(C)C=C(C)C(OC(N)=O)C(OC)C=CC=C(C)C(=O)NC(=CC1=O)C2=O. Cell line: SW837. Synergy scores: synergy=7.54. (2) Synergy scores: synergy=15.6. Drug 2: NC1(c2ccc(-c3nc4ccn5c(=O)[nH]nc5c4cc3-c3ccccc3)cc2)CCC1. Drug 1: CCN(CC)CCNC(=O)c1c(C)[nH]c(C=C2C(=O)Nc3ccc(F)cc32)c1C. Cell line: SW620. (3) Drug 1: CCC1=CC2CN(C1)Cc1c([nH]c3ccccc13)C(C(=O)OC)(c1cc3c(cc1OC)N(C)C1C(O)(C(=O)OC)C(OC(C)=O)C4(CC)C=CCN5CCC31C54)C2. Drug 2: C#Cc1cccc(Nc2ncnc3cc(OCCOC)c(OCCOC)cc23)c1. Cell line: SW620. Synergy scores: synergy=0.190. (4) Drug 1: C#Cc1cccc(Nc2ncnc3cc(OCCOC)c(OCCOC)cc23)c1. Drug 2: CC1(c2nc3c(C(N)=O)cccc3[nH]2)CCCN1. Cell line: NCIH460. Synergy scores: synergy=-6.52. (5) Drug 1: Nc1ccn(C2OC(CO)C(O)C2(F)F)c(=O)n1. Drug 2: O=C(NOCC(O)CO)c1ccc(F)c(F)c1Nc1ccc(I)cc1F. Cell line: MSTO. Synergy scores: synergy=2.62. (6) Drug 1: O=C(CCCCCCC(=O)Nc1ccccc1)NO. Drug 2: Cn1c(=O)n(-c2ccc(C(C)(C)C#N)cc2)c2c3cc(-c4cnc5ccccc5c4)ccc3ncc21. Cell line: KPL1. Synergy scores: synergy=17.6.